Dataset: Forward reaction prediction with 1.9M reactions from USPTO patents (1976-2016). Task: Predict the product of the given reaction. (1) Given the reactants [Cl:1][C:2]1[CH:7]=[CH:6][C:5](B2OC(C)(C)C(C)(C)O2)=[CH:4][C:3]=1[F:17].Cl[C:19]1[CH:20]=[C:21]([CH2:25][N:26]2[CH:30]=[CH:29][N:28]=[C:27]2[CH3:31])[N:22]=[N:23][CH:24]=1, predict the reaction product. The product is: [ClH:1].[Cl:1][C:2]1[CH:7]=[CH:6][C:5]([C:19]2[CH:20]=[C:21]([CH2:25][N:26]3[CH:30]=[CH:29][N:28]=[C:27]3[CH3:31])[N:22]=[N:23][CH:24]=2)=[CH:4][C:3]=1[F:17]. (2) Given the reactants Cl.CN(C)C.C(N(CC)CC)C.[F:13][C@H:14]1[C@@H:19]([CH2:20][CH2:21][OH:22])[CH2:18][CH2:17][O:16][CH2:15]1.[C:23]1([CH3:33])[CH:28]=[CH:27][C:26]([S:29](Cl)(=[O:31])=[O:30])=[CH:25][CH:24]=1, predict the reaction product. The product is: [CH3:33][C:23]1[CH:28]=[CH:27][C:26]([S:29]([O:22][CH2:21][CH2:20][C@H:19]2[CH2:18][CH2:17][O:16][CH2:15][C@H:14]2[F:13])(=[O:31])=[O:30])=[CH:25][CH:24]=1. (3) Given the reactants O=[C:2]([CH3:12])[CH2:3][CH:4]1[CH2:10][CH2:9][CH2:8][CH2:7][CH2:6][C:5]1=O.Cl.[NH2:14][CH2:15][C:16]([O:18][CH2:19][CH3:20])=[O:17].C(=O)(O)[O-].[Na+], predict the reaction product. The product is: [CH3:12][C:2]1[N:14]([CH2:15][C:16]([O:18][CH2:19][CH3:20])=[O:17])[C:5]2[CH2:6][CH2:7][CH2:8][CH2:9][CH2:10][C:4]=2[CH:3]=1. (4) Given the reactants Cl[C:2]1[CH:11]=[CH:10][N:9]=[C:8]2[C:3]=1[CH:4]=[CH:5][C:6]([CH2:12][CH2:13][CH3:14])=[N:7]2.C(O)C.[CH3:18][C:19]1[CH:20]=[CH:21][C:22]([NH2:31])=[C:23]([C:25]2[CH:30]=[CH:29][CH:28]=[CH:27][CH:26]=2)[CH:24]=1, predict the reaction product. The product is: [CH3:18][C:19]1[CH:20]=[CH:21][C:22]([NH:31][C:2]2[C:3]3[C:8](=[N:7][C:6]([CH2:12][CH2:13][CH3:14])=[CH:5][CH:4]=3)[N:9]=[CH:10][CH:11]=2)=[C:23]([C:25]2[CH:30]=[CH:29][CH:28]=[CH:27][CH:26]=2)[CH:24]=1. (5) Given the reactants CO[C:3]1[CH:8]=[C:7](/[CH:9]=[CH:10]/[C:11]([CH2:13][C:14](/[CH:16]=[CH:17]/[C:18]2[CH:23]=[CH:22][C:21](O)=[C:20]([O:25]C)C=2)=O)=O)[CH:6]=[CH:5][C:4]=1O.[OH2:28], predict the reaction product. The product is: [C:20]([OH:25])(=[O:28])[CH2:21][CH2:22][CH2:23][CH2:18][CH2:17][CH2:16][CH2:14]/[CH:13]=[CH:11]\[CH2:10][CH2:9][CH2:7][CH2:6][CH2:5][CH2:4][CH2:3][CH3:8]. (6) Given the reactants N#N.[F:3][C:4]1[CH:9]=[CH:8][C:7]([C:10]2[O:14][CH:13]=[N:12][C:11]=2[C:15]([OH:17])=O)=[CH:6][CH:5]=1.CN(C=O)C.C(Cl)(=O)C([Cl:26])=O, predict the reaction product. The product is: [F:3][C:4]1[CH:9]=[CH:8][C:7]([C:10]2[O:14][CH:13]=[N:12][C:11]=2[C:15]([Cl:26])=[O:17])=[CH:6][CH:5]=1.